This data is from Full USPTO retrosynthesis dataset with 1.9M reactions from patents (1976-2016). The task is: Predict the reactants needed to synthesize the given product. Given the product [ClH:14].[CH2:11]([O:13][C:6](=[NH:7])[C:5]1[CH:8]=[CH:9][C:2]([Br:1])=[CH:3][C:4]=1[F:10])[CH3:12], predict the reactants needed to synthesize it. The reactants are: [Br:1][C:2]1[CH:9]=[CH:8][C:5]([C:6]#[N:7])=[C:4]([F:10])[CH:3]=1.[C:11]([Cl:14])(=[O:13])[CH3:12].